Predict the reactants needed to synthesize the given product. From a dataset of Full USPTO retrosynthesis dataset with 1.9M reactions from patents (1976-2016). (1) Given the product [CH2:1]([O:8][C:9]([N:11]1[CH2:12][CH2:13][C:14]2([CH:16]([C:17]([N:59]3[CH2:60][CH2:61][N:56]([CH3:55])[CH2:57][CH2:58]3)=[O:19])[CH2:15]2)[CH2:20][CH2:21]1)=[O:10])[C:2]1[CH:7]=[CH:6][CH:5]=[CH:4][CH:3]=1, predict the reactants needed to synthesize it. The reactants are: [CH2:1]([O:8][C:9]([N:11]1[CH2:21][CH2:20][C:14]2([CH:16]([C:17]([OH:19])=O)[CH2:15]2)[CH2:13][CH2:12]1)=[O:10])[C:2]1[CH:7]=[CH:6][CH:5]=[CH:4][CH:3]=1.CN(C(ON1N=NC2C=CC=NC1=2)=[N+](C)C)C.F[P-](F)(F)(F)(F)F.C(N(C(C)C)C(C)C)C.[CH3:55][N:56]1[CH2:61][CH2:60][NH:59][CH2:58][CH2:57]1. (2) Given the product [NH2:9][C:3]1[N:4]=[CH:5][N:6]=[C:7]([NH:10][CH:11]2[CH2:12][C:13]3([CH2:14][N:15]([C:17](=[O:19])/[CH:46]=[CH:45]/[CH2:44][N:43]([CH3:50])[CH3:42])[CH2:16]3)[CH2:24]2)[C:2]=1[C:29]1[CH:30]=[CH:31][C:26]([O:25][C:32]2[CH:37]=[CH:36][CH:35]=[CH:34][CH:33]=2)=[CH:27][CH:28]=1, predict the reactants needed to synthesize it. The reactants are: Cl[C:2]1[C:3]([NH2:9])=[N:4][CH:5]=[N:6][C:7]=1Cl.[NH2:10][CH:11]1[CH2:24][C:13]2([CH2:16][N:15]([C:17]([O:19]C(C)(C)C)=O)[CH2:14]2)[CH2:12]1.[O:25]([C:32]1[CH:37]=[CH:36][C:35](B(O)O)=[CH:34][CH:33]=1)[C:26]1[CH:31]=[CH:30][CH:29]=[CH:28][CH:27]=1.Cl.[CH3:42][N:43]([CH3:50])[CH2:44]/[CH:45]=[CH:46]/C(O)=O.